Dataset: Forward reaction prediction with 1.9M reactions from USPTO patents (1976-2016). Task: Predict the product of the given reaction. (1) Given the reactants C(OC([N:8]1[CH:12]([C:13]([N:15]2[CH2:19][CH2:18][CH2:17][CH:16]2[C:20]#[N:21])=[O:14])[CH2:11][CH2:10][CH:9]1[CH2:22][O:23][C:24]1[C:33]2[C:28](=[CH:29][CH:30]=[CH:31][CH:32]=2)[C:27]([NH2:34])=[CH:26][CH:25]=1)=O)(C)(C)C.N1C=CC=CC=1.[CH3:41][S:42](Cl)(=[O:44])=[O:43], predict the reaction product. The product is: [C:20]([C@@H:16]1[CH2:17][CH2:18][CH2:19][N:15]1[C:13]([C@H:12]1[NH:8][C@@H:9]([CH2:22][O:23][C:24]2[C:33]3[C:28](=[CH:29][CH:30]=[CH:31][CH:32]=3)[C:27]([NH:34][S:42]([CH3:41])(=[O:44])=[O:43])=[CH:26][CH:25]=2)[CH2:10][CH2:11]1)=[O:14])#[N:21]. (2) The product is: [F:35][C:32]1[CH:31]=[CH:30][C:29]([CH2:28][O:27][CH2:26][C:25]([NH:24][CH2:23][CH2:22][CH2:21][C:18]2[CH:17]=[CH:16][C:15]([CH2:14][NH:47][C@@H:48]([CH2:51][C:52]3[C:60]4[C:55](=[CH:56][CH:57]=[CH:58][CH:59]=4)[NH:54][CH:53]=3)[CH2:49][OH:50])=[CH:20][CH:19]=2)=[O:36])=[CH:34][CH:33]=1. Given the reactants N1C2C(=CC=CC=2)C(CCNC[CH2:14][C:15]2[CH:20]=[CH:19][C:18]([CH2:21][CH2:22][CH2:23][NH:24][C:25](=[O:36])[CH2:26][O:27][CH2:28][C:29]3[CH:34]=[CH:33][C:32]([F:35])=[CH:31][CH:30]=3)=[CH:17][CH:16]=2)=C1.IC1C=CC(CCO)=CC=1.[NH2:47][C@@H:48]([CH2:51][C:52]1[C:60]2[C:55](=[CH:56][CH:57]=[CH:58][CH:59]=2)[NH:54][CH:53]=1)[CH2:49][OH:50].NCCC1C2C(=CC=CC=2)NC=1, predict the reaction product. (3) Given the reactants C(=O)([O-])[O-].[Na+].[Na+].Br[C:8]1[S:12][C:11]([C:13]([O:15]CC)=[O:14])=[N:10][C:9]=1[C:18]1[CH:23]=[CH:22][CH:21]=[C:20]([Cl:24])[CH:19]=1.[C:25]([C:27]1[CH:28]=[C:29](B(O)O)[CH:30]=[C:31]([F:33])[CH:32]=1)#[N:26].[Cl-].[NH4+], predict the reaction product. The product is: [Cl:24][C:20]1[CH:19]=[C:18]([C:9]2[N:10]=[C:11]([C:13]([OH:15])=[O:14])[S:12][C:8]=2[C:29]2[CH:30]=[C:31]([F:33])[CH:32]=[C:27]([C:25]#[N:26])[CH:28]=2)[CH:23]=[CH:22][CH:21]=1. (4) Given the reactants [CH3:1][C:2]1[C:6]([C:7]([OH:9])=O)=[CH:5][O:4][N:3]=1.Cl.[CH3:11][NH:12][O:13][CH3:14].CN(C(ON1N=NC2C=CC=NC1=2)=[N+](C)C)C.F[P-](F)(F)(F)(F)F.CCN(C(C)C)C(C)C, predict the reaction product. The product is: [CH3:14][O:13][N:12]([CH3:11])[C:7]([C:6]1[C:2]([CH3:1])=[N:3][O:4][CH:5]=1)=[O:9]. (5) Given the reactants [NH2:1][C:2]1[C:3]([NH:19][C@@H:20]2[CH2:25][CH2:24][C@H:23]([C:26]([O:28][CH2:29][CH3:30])=[O:27])[CH2:22][CH2:21]2)=[CH:4][C:5]([O:8][CH2:9][CH2:10][O:11][CH2:12][C:13]2[CH:18]=[CH:17][CH:16]=[CH:15][CH:14]=2)=[N:6][CH:7]=1.[F:31][C:32]1[CH:33]=[C:34]([CH:40]=[CH:41][CH:42]=1)[C:35]([N:37]=[C:38]=S)=[O:36], predict the reaction product. The product is: [CH2:12]([O:11][CH2:10][CH2:9][O:8][C:5]1[N:6]=[CH:7][C:2]2[NH:1]/[C:38](=[N:37]\[C:35](=[O:36])[C:34]3[CH:40]=[CH:41][CH:42]=[C:32]([F:31])[CH:33]=3)/[N:19]([C@@H:20]3[CH2:25][CH2:24][C@H:23]([C:26]([O:28][CH2:29][CH3:30])=[O:27])[CH2:22][CH2:21]3)[C:3]=2[CH:4]=1)[C:13]1[CH:18]=[CH:17][CH:16]=[CH:15][CH:14]=1.[C:35](/[N:37]=[C:38]1/[N:19]([C@@H:20]2[CH2:21][CH2:22][C@H:23]([C:26]([O:28][CH3:29])=[O:27])[CH2:24][CH2:25]2)[C:3]2[CH:4]=[CH:5][N:6]=[CH:7][C:2]=2[NH:1]/1)(=[O:36])[C:34]1[CH:40]=[CH:41][CH:42]=[CH:32][CH:33]=1. (6) Given the reactants [F:1][C:2]1[CH:3]=[C:4]2[C:8](=[CH:9][CH:10]=1)[N:7]([S:11]([C:14]1[CH:19]=[CH:18][C:17]([CH3:20])=[CH:16][CH:15]=1)(=[O:13])=[O:12])[CH:6]=[C:5]2[S:21](Cl)(=[O:23])=[O:22].[NH:25]1[CH2:30][CH2:29][O:28][CH2:27][CH2:26]1, predict the reaction product. The product is: [F:1][C:2]1[CH:3]=[C:4]2[C:8](=[CH:9][CH:10]=1)[N:7]([S:11]([C:14]1[CH:19]=[CH:18][C:17]([CH3:20])=[CH:16][CH:15]=1)(=[O:13])=[O:12])[CH:6]=[C:5]2[S:21]([N:25]1[CH2:30][CH2:29][O:28][CH2:27][CH2:26]1)(=[O:23])=[O:22]. (7) Given the reactants [CH:1]1([N:7]=[C:8]=[O:9])[CH2:6][CH2:5][CH2:4][CH2:3][CH2:2]1.[CH3:10][C:11]1[N:16]2[N:17]=[N:18][N:19]=[C:15]2[C:14]2[N:20]=[C:21]([CH2:28][CH2:29][CH3:30])[N:22]([CH2:23][C:24]([CH3:27])([NH2:26])[CH3:25])[C:13]=2[C:12]=1[CH3:31], predict the reaction product. The product is: [CH3:10][C:11]1[N:16]2[N:17]=[N:18][N:19]=[C:15]2[C:14]2[N:20]=[C:21]([CH2:28][CH2:29][CH3:30])[N:22]([CH2:23][C:24]([NH:26][C:8]([NH:7][CH:1]3[CH2:6][CH2:5][CH2:4][CH2:3][CH2:2]3)=[O:9])([CH3:27])[CH3:25])[C:13]=2[C:12]=1[CH3:31]. (8) Given the reactants [CH3:1][C:2]1[C:10]([O:11][C@@H:12]2[CH2:17][CH2:16][C@H:15]([N:18]3C(=O)C4C(=CC=CC=4)C3=O)[CH2:14][CH2:13]2)=[CH:9][CH:8]=[C:7]2[C:3]=1[CH:4]=[N:5][N:6]2[CH:29]1[CH2:34][CH2:33][CH2:32][CH2:31][O:30]1.CN.C(O)C, predict the reaction product. The product is: [CH3:1][C:2]1[C:10]([O:11][C@@H:12]2[CH2:13][CH2:14][C@H:15]([NH2:18])[CH2:16][CH2:17]2)=[CH:9][CH:8]=[C:7]2[C:3]=1[CH:4]=[N:5][N:6]2[CH:29]1[CH2:34][CH2:33][CH2:32][CH2:31][O:30]1. (9) Given the reactants [NH2:1][C:2]1[C:10]2[C:5](=[N:6][C:7]([CH3:15])=[CH:8][C:9]=2[C:11]([F:14])([F:13])[F:12])[S:4][C:3]=1[C:16]([OH:18])=O.CN(C(ON1N=NC2C=CC=NC1=2)=[N+](C)C)C.F[P-](F)(F)(F)(F)F.CCN(C(C)C)C(C)C.[Cl:52][C:53]1[CH:54]=[C:55]([CH2:60][CH2:61][NH2:62])[CH:56]=[CH:57][C:58]=1[Cl:59], predict the reaction product. The product is: [NH2:1][C:2]1[C:10]2[C:5](=[N:6][C:7]([CH3:15])=[CH:8][C:9]=2[C:11]([F:12])([F:13])[F:14])[S:4][C:3]=1[C:16]([NH:62][CH2:61][CH2:60][C:55]1[CH:56]=[CH:57][C:58]([Cl:59])=[C:53]([Cl:52])[CH:54]=1)=[O:18].